This data is from Human Reference Interactome with 51,813 positive PPI pairs across 8,248 proteins, plus equal number of experimentally-validated negative pairs. The task is: Binary Classification. Given two protein amino acid sequences, predict whether they physically interact or not. (1) Protein 1 (ENSG00000097007) has sequence MLEICLKLVGCKSKKGLSSSSSCYLEEALQRPVASDFEPQGLSEAARWNSKENLLAGPSENDPNLFVALYDFVASGDNTLSITKGEKLRVLGYNHNGEWCEAQTKNGQGWVPSNYITPVNSLEKHSWYHGPVSRNAAEYLLSSGINGSFLVRESESSPGQRSISLRYEGRVYHYRINTASDGKLYVSSESRFNTLAELVHHHSTVADGLITTLHYPAPKRNKPTVYGVSPNYDKWEMERTDITMKHKLGGGQYGEVYEGVWKKYSLTVAVKTLKEDTMEVEEFLKEAAVMKEIKHPNLVQ.... Protein 2 (ENSG00000155660) has sequence MRPRKAFLLLLLLGLVQLLAVAGAEGPDEDSSNRENAIEDEEEEEEEDDDEEEDDLEVKEENGVLVLNDANFDNFVADKDTVLLEFYAPWCGHCKQFAPEYEKIANILKDKDPPIPVAKIDATSASVLASRFDVSGYPTIKILKKGQAVDYEGSRTQEEIVAKVREVSQPDWTPPPEVTLVLTKENFDEVVNDADIILVEFYAPWCGHCKKLAPEYEKAAKELSKRSPPIPLAKVDATAETDLAKRFDVSGYPTLKIFRKGRPYDYNGPREKYGIVDYMIEQSGPPSKEILTLKQVQEFL.... Result: 0 (the proteins do not interact). (2) Protein 1 (ENSG00000126746) has sequence MEESHFNSNPYFWPSIPTVSGQIENTMFINKMKDQLLPEKGCGLAPPHYPTLLTVPASVSLPSGISMDTESKSDQLTPHSQASVTQNITVVPVPSTGLMTAGVSCSQRWRREGSQSRGPGLVITSPSGSLVTTASSAQTFPISAPMIVSALPPGSQALQVVPDLSKKVASTLTEEGGGGGGGGGSVAPKPPRGRKKKRMLESGLPEMNDPYVLSPEDDDDHQKDGKTYRCRMCSLTFYSKSEMQIHSKSHTETKPHKCPHCSKTFANSSYLAQHIRIHSGAKPYSCNFCEKSFRQLSHLQ.... Protein 2 (ENSG00000114268) has sequence MASPRELTQNPLKKIWMPYSNGRPALHACQRGVCMTNCPTLIVMVGLPARGKTYISKKLTRYLNWIGVPTREFNVGQYRRDVVKTYKSFEFFLPDNEEGLKIRKQCALAALRDVRRFLSEEGGHVAVFDATNTTRERRATIFNFGEQNGYKTFFVESICVDPEVIAANIVQVKLGSPDYVNRDSDEATEDFMRRIECYENSYESLDEDLDRDLSYIKIMDVGQSYVVNRVADHIQSRIVYYLMNIHVTPRSIYLCRHGESELNLKGRIGGDPGLSPRGREFAKSLAQFISDQNIKDLKVW.... Result: 0 (the proteins do not interact). (3) Protein 1 (ENSG00000041988) has sequence MPKSCAARQCCNRYSSRRKQLTFHRFPFSRPELLKEWVLNIGRGNFKPKQHTVICSEHFRPECFSAFGNRKNLKHNAVPTVFAFQDPTQQVRENTDPASERGNASSSQKEKVLPEAGAGEDSPGRNMDTALEELQLPPNAEGHVKQVSPRRPQATEAVGRPTGPAGLRRTPNKQPSDHSYALLDLDSLKKKLFLTLKENEKLRKRLQAQRLVMRRMSSRLRACKGHQGLQARLGPEQQS*MPKSCAARQCCNRYSSRRKQLTFHRFPFSRPELLKEWVLNIGRGNFKPKQHTVICSEHFR.... Protein 2 (ENSG00000134339) has sequence MKLLTGLVFCSLVLSVSSRSFFSFLGEAFDGARDMWRAYSDMREANYIGSDKYFHARGNYDAAKRGPGGAWAAEVISNARENIQRLTGRGAEDSLADQAANKWGRSGRDPNHFRPAGLPEKY*MKLLTGLVFCSLVLSVSSRSFFSFLGEAFDGARDMWRAYSDMREANYIGSDKYFHARGNYDAAKRGPGGAWAAEVISLFSAEL*MKLLTGLVFCSLVLSVSSRSFFSFLGEAFDGARDMWRAYSDMREANYIGSDKYFHARGNYDAAKRGPGGAWAAEVIREDD*MKLLTGLVFCSL.... Result: 0 (the proteins do not interact). (4) Protein 1 (ENSG00000249481) has sequence MSPSMLTGNSPRGCRLPSISSTTCGRQLEKVPEKRDSGMTEVERTYSANCSDFLESKGCFANTTPSGKSVSSSSSVETGPSVSEPPGLPRVSAYVDTTADLDRKLSFSHSDHSSEMSLPEVQKDKYPEEFSLLKLQTKDGHRPEWTFYPRFSSNIHTYHVGKQCFFNGVFLGNKRSLSERTVDKCFGRKKYDIDPRNGIPKLTPGDNPYMYPEQSKGFHKAGSMLPPVNFSIVPYEKKFDTFIPLEPLPQIPNLPFWVKEKANSLKNEIQEVEELDNWQPAVPLMHMLHLSGALDFPRQS.... Protein 2 (ENSG00000130037) has sequence MEIALVPLENGGAMTVRGGDEARAGCGQATGGELQCPPTAGLSDGPKEPAPKGRGAQRDADSGVRPLPPLPDPGVRPLPPLPEELPRPRRPPPEDEEEEGDPGLGTVEDQALGTASLHHQRVHINISGLRFETQLGTLAQFPNTLLGDPAKRLRYFDPLRNEYFFDRNRPSFDGILYYYQSGGRLRRPVNVSLDVFADEIRFYQLGDEAMERFREDEGFIKEEEKPLPRNEFQRQVWLIFEYPESSGSARAIAIVSVLVILISIITFCLETLPEFRDERELLRHPPAPHQPPAPAPGANG.... Result: 0 (the proteins do not interact). (5) Protein 1 (ENSG00000148175) has sequence MAEKRHTRDSEAQRLPDSFKDSPSKGLGPCGWILVAFSFLFTVITFPISIWMCIKIIKEYERAIIFRLGRILQGGAKGPGLFFILPCTDSFIKVDMRTISFDIPPQEILTKDSVTISVDGVVYYRVQNATLAVANITNADSATRLLAQTTLRNVLGTKNLSQILSDREEIAHNMQSTLDDATDAWGIKVERVEIKDVKLPVQLQRAMAAEAEASREARAKVIAAEGEMNASRALKEASMVITESPAALQLRYLQTLTTIAAEKNSTIVFPLPIDMLQGIIGAKHSHLG*MAEKRHTRDSE.... Protein 2 (ENSG00000090520) has sequence MAPQNLSTFCLLLLYLIGAVIAGRDFYKILGVPRSASIKDIKKAYRKLALQLHPDRNPDDPQAQEKFQDLGAAYEVLSDSEKRKQYDTYGEEGLKDGHQSSHGDIFSHFFGDFGFMFGGTPRQQDRNIPRGSDIIVDLEVTLEEVYAGNFVEVVRNKPVARQAPGKRKCNCRQEMRTTQLGPGRFQMTQEVVCDECPNVKLVNEERTLEVEIEPGVRDGMEYPFIGEGEPHVDGEPGDLRFRIKVVKHPIFERRGDDLYTNVTISLVESLVGFEMDITHLDGHKVHISRDKITRPGAKLW.... Result: 0 (the proteins do not interact). (6) Protein 1 (ENSG00000168301) has sequence MDNGDWGYMMTDPVTLNVGGHLYTTSLTTLTRYPDSMLGAMFGGDFPTARDPQGNYFIDRDGPLFRYVLNFLRTSELTLPLDFKEFDLLRKEADFYQIEPLIQCLNDPKPLYPMDTFEEVVELSSTRKLSKYSNPVAVIITQLTITTKVHSLLEGISNYFTKWNKHMMDTRDCQVSFTFGPCDYHQEVSLRVHLMEYITKQGFTIRNTRVHHMSERANENTVEHNWTFCRLARKTDD*MDNGDWGYMMTDPVTLNVGGHLYTTSLTTLTRYPDSMLGAMFGGDFPTARDPQGNYFIDRDG.... Protein 2 (ENSG00000120729) has sequence MFNYERPKHFIQSQNPCGSRLQPPGPETSSFSSQTKQSSIIIQPRQCTEQRFSASSTLSSHITMSSSAFPASPQQHAGSNPGQRVTTTYNQSPASFLSSILPSQPDYNSSKIPSAMDSNYQQSSAGQPINAKPSQTANAKPIPRTPDHEIQGSKEALIQDLERKLKCKDTLLHNGNQRLTYEEKMARRLLGPQNAAAVFQAQDDSGAQDSQQHNSEHARLQVPTSQVRSRSTSRGDVNDQDAIQEKFYPPRFIQVPENMSIDEGRFCRMDFKVSGLPAPDVSWYLNGRTVQSDDLHKMIV.... Result: 0 (the proteins do not interact). (7) Protein 1 (ENSG00000087903) has sequence MQNSEGGADSPASVALRPSAAAPPVPASPQRVLVQAASSNPKGAQMQPISLPRVQQVPQQVQPVQHVYPAQVQYVEGGDAVYTNGAIRTAYTYNPEPQMYAPSSTASYFEAPGGAQVTVAASSPPAVPSHSMVGITMDVGGSPIVSSAGAYLIHGGMDSTRHSLAHTSRSSPATLEMAIENLQKSEGITSHKSGLLNSHLQWLLDNYETAEGVSLPRSSLYNHYLRHCQEHKLDPVNAASFGKLIRSVFMGLRTRRLGTRGNSKYHYYGIRLKPDSPLNRLQEDTQYMAMRQQPMHQKPR.... Protein 2 (ENSG00000129654) has sequence MAESWLRLSGAGPAEEAGPEGGLEEPDALDDSLTSLQWLQEFSILNAKAPALPPGGTDPHGYHQVPGSAAPGSPLAADPACLGQPHTPGKPTSSCTSRSAPPGLQAPPPDDVDYATNPHVKPPYSYATLICMAMQASKATKITLSAIYKWITDNFCYFRHADPTWQNSIRHNLSLNKCFIKVPREKDEPGKGGFWRIDPQYAERLLSGAFKKRRLPPVHIHPAFARQAAQEPSAVPRAGPLTVNTEAQQLLREFEEATGEAGWGAGEGRLGHKRKQPLPKRVAKVPRPPSTLLPTPEEQG.... Result: 1 (the proteins interact).